This data is from Reaction yield outcomes from USPTO patents with 853,638 reactions. The task is: Predict the reaction yield, written as a fraction of the theoretical maximum amount of product (1.0 means a 100% yield; for example, 0.34 means a 34% yield). (1) The reactants are [CH:1]1([C:4]2[C:5]([NH:24][S:25]([CH3:28])(=[O:27])=[O:26])=[CH:6][C:7]3[O:11][C:10]([C:12]4[CH:17]=[CH:16][C:15]([F:18])=[CH:14][CH:13]=4)=[C:9]([C:19]([NH:21][CH3:22])=[O:20])[C:8]=3[CH:23]=2)[CH2:3][CH2:2]1.[F:29][C:30]1[CH:35]=[C:34](F)[CH:33]=[C:32]([F:37])[C:31]=1[N+:38]([O-:40])=[O:39].C([O-])([O-])=O.[K+].[K+]. The catalyst is CN(P(N(C)C)(N(C)C)=O)C.CCOC(C)=O.O. The product is [CH:1]1([C:4]2[C:5]([N:24]([C:34]3[CH:33]=[C:32]([F:37])[C:31]([N+:38]([O-:40])=[O:39])=[C:30]([F:29])[CH:35]=3)[S:25]([CH3:28])(=[O:27])=[O:26])=[CH:6][C:7]3[O:11][C:10]([C:12]4[CH:17]=[CH:16][C:15]([F:18])=[CH:14][CH:13]=4)=[C:9]([C:19]([NH:21][CH3:22])=[O:20])[C:8]=3[CH:23]=2)[CH2:3][CH2:2]1. The yield is 0.650. (2) The reactants are [F:1][C:2]1[CH:7]=[CH:6][C:5]([NH:8][C:9]2[O:13][C:12]([C:14]([NH:16][C:17]3[CH:22]=[CH:21][C:20]([C@H:23]4[CH2:28][CH2:27][C@H:26]([O:29][CH2:30][CH2:31][C:32]([O:34][CH3:35])=[O:33])[CH2:25][CH2:24]4)=[CH:19][C:18]=3[N+:36]([O-])=O)=[O:15])=[N:11][N:10]=2)=[CH:4][CH:3]=1. The catalyst is C1COCC1.[Pd]. The product is [NH2:36][C:18]1[CH:19]=[C:20]([C@H:23]2[CH2:24][CH2:25][C@H:26]([O:29][CH2:30][CH2:31][C:32]([O:34][CH3:35])=[O:33])[CH2:27][CH2:28]2)[CH:21]=[CH:22][C:17]=1[NH:16][C:14]([C:12]1[O:13][C:9]([NH:8][C:5]2[CH:4]=[CH:3][C:2]([F:1])=[CH:7][CH:6]=2)=[N:10][N:11]=1)=[O:15]. The yield is 1.00. (3) The reactants are C(OC(=O)[NH:7][CH2:8][C:9]([CH3:31])([C:11]1[CH:16]=[CH:15][C:14]([CH2:17][C:18](=[O:30])[C:19]2[C:28](=[O:29])[C:27]3[C:22](=[CH:23][CH:24]=[CH:25][CH:26]=3)[NH:21][CH:20]=2)=[CH:13][CH:12]=1)[CH3:10])(C)(C)C.C(O)(C(F)(F)F)=O.[OH-].[Na+]. The catalyst is C(Cl)Cl. The product is [NH2:7][CH2:8][C:9]([C:11]1[CH:16]=[CH:15][C:14]([CH2:17][C:18]([C:19]2[C:28](=[O:29])[C:27]3[C:22](=[CH:23][CH:24]=[CH:25][CH:26]=3)[NH:21][CH:20]=2)=[O:30])=[CH:13][CH:12]=1)([CH3:10])[CH3:31]. The yield is 0.910.